This data is from Catalyst prediction with 721,799 reactions and 888 catalyst types from USPTO. The task is: Predict which catalyst facilitates the given reaction. (1) Reactant: [NH2:1][C:2]1[N:7]=[C:6]([C:8]2[CH:13]=[CH:12][CH:11]=[CH:10][CH:9]=2)[CH:5]=[CH:4][N:3]=1.[I:14]N1C(=O)CCC1=O. Product: [I:14][C:5]1[C:6]([C:8]2[CH:13]=[CH:12][CH:11]=[CH:10][CH:9]=2)=[N:7][C:2]([NH2:1])=[N:3][CH:4]=1. The catalyst class is: 15. (2) Reactant: [CH3:1][O:2][C:3]([C:5]1[C:13]([NH:14][C:15]2[CH:20]=[CH:19][CH:18]=[CH:17][CH:16]=2)=[C:12]([Cl:21])[C:8]2[N:9]=[CH:10][NH:11][C:7]=2[CH:6]=1)=[O:4].C1C(=O)N([Br:29])C(=O)C1. Product: [CH3:1][O:2][C:3]([C:5]1[C:13]([NH:14][C:15]2[CH:16]=[CH:17][C:18]([Br:29])=[CH:19][CH:20]=2)=[C:12]([Cl:21])[C:8]2[N:9]=[CH:10][NH:11][C:7]=2[CH:6]=1)=[O:4]. The catalyst class is: 3.